This data is from Peptide-MHC class I binding affinity with 185,985 pairs from IEDB/IMGT. The task is: Regression. Given a peptide amino acid sequence and an MHC pseudo amino acid sequence, predict their binding affinity value. This is MHC class I binding data. (1) The peptide sequence is LSPRWYFYY. The MHC is HLA-A23:01 with pseudo-sequence HLA-A23:01. The binding affinity (normalized) is 0.309. (2) The peptide sequence is ISFDDIAVL. The MHC is Mamu-A01 with pseudo-sequence Mamu-A01. The binding affinity (normalized) is 0.414.